This data is from Reaction yield outcomes from USPTO patents with 853,638 reactions. The task is: Predict the reaction yield, written as a fraction of the theoretical maximum amount of product (1.0 means a 100% yield; for example, 0.34 means a 34% yield). (1) The yield is 0.0800. The catalyst is CC(O)C. The reactants are [Na].[Br:2][C:3]1[CH:8]=[CH:7][C:6]([NH:9][CH2:10][C:11]([NH2:13])=[O:12])=[C:5]([C:14]#[N:15])[CH:4]=1. The product is [NH2:15][C:14]1[C:5]2[C:6](=[CH:7][CH:8]=[C:3]([Br:2])[CH:4]=2)[NH:9][C:10]=1[C:11]([NH2:13])=[O:12]. (2) The reactants are [CH3:1][O:2][C:3]1[N:8]=[C:7]([CH2:9][C:10]#[N:11])[CH:6]=[CH:5][CH:4]=1.N.CO. The catalyst is [Ni]. The product is [CH3:1][O:2][C:3]1[N:8]=[C:7]([CH2:9][CH2:10][NH2:11])[CH:6]=[CH:5][CH:4]=1. The yield is 0.840.